Dataset: Peptide-MHC class II binding affinity with 134,281 pairs from IEDB. Task: Regression. Given a peptide amino acid sequence and an MHC pseudo amino acid sequence, predict their binding affinity value. This is MHC class II binding data. (1) The peptide sequence is SQDLELSWNLNGLQQY. The MHC is HLA-DQA10101-DQB10501 with pseudo-sequence HLA-DQA10101-DQB10501. The binding affinity (normalized) is 0.755. (2) The peptide sequence is SQVHIRRPGGAGRDG. The MHC is HLA-DPA10301-DPB10402 with pseudo-sequence HLA-DPA10301-DPB10402. The binding affinity (normalized) is 0.302. (3) The peptide sequence is MTETLLVQNANPDCKSIL. The MHC is HLA-DQA10501-DQB10201 with pseudo-sequence HLA-DQA10501-DQB10201. The binding affinity (normalized) is 0.167. (4) The MHC is HLA-DPA10201-DPB10501 with pseudo-sequence HLA-DPA10201-DPB10501. The peptide sequence is TVWAQSADFPQFKPE. The binding affinity (normalized) is 0.157. (5) The peptide sequence is EKKYFRATQFEPLAA. The MHC is HLA-DQA10501-DQB10301 with pseudo-sequence HLA-DQA10501-DQB10301. The binding affinity (normalized) is 0.177.